Dataset: Forward reaction prediction with 1.9M reactions from USPTO patents (1976-2016). Task: Predict the product of the given reaction. (1) Given the reactants [Cl:1][CH2:2][CH2:3][OH:4].[Li+].CC([N-]C(C)C)C.F[C:14]1[CH:19]=[C:18]([O:20][CH3:21])[CH:17]=[CH:16][C:15]=1[N+:22]([O-:24])=[O:23], predict the reaction product. The product is: [Cl:1][CH2:2][CH2:3][O:4][C:14]1[CH:19]=[C:18]([O:20][CH3:21])[CH:17]=[CH:16][C:15]=1[N+:22]([O-:24])=[O:23]. (2) Given the reactants [C:1]([C:3]1[C:21]([N+:22]([O-:24])=[O:23])=[CH:20][CH:19]=[CH:18][C:4]=1[O:5][CH2:6][CH2:7][CH2:8][CH2:9][NH:10]C(=O)OC(C)(C)C)#[N:2], predict the reaction product. The product is: [NH2:10][CH2:9][CH2:8][CH2:7][CH2:6][O:5][C:4]1[CH:18]=[CH:19][CH:20]=[C:21]([N+:22]([O-:24])=[O:23])[C:3]=1[C:1]#[N:2]. (3) Given the reactants C(OC(=O)[NH:7][C:8]1[CH:16]=[C:15]2[C:11]([C:12]([S:26][C:27]3[CH:32]=[CH:31][CH:30]=[CH:29][C:28]=3[N+:33]([O-:35])=[O:34])=[CH:13][N:14]2[CH2:17][C:18]2[CH:23]=[C:22]([F:24])[CH:21]=[C:20]([F:25])[CH:19]=2)=[CH:10][CH:9]=1)(C)(C)C, predict the reaction product. The product is: [F:25][C:20]1[CH:19]=[C:18]([CH:23]=[C:22]([F:24])[CH:21]=1)[CH2:17][N:14]1[C:15]2[C:11](=[CH:10][CH:9]=[C:8]([NH2:7])[CH:16]=2)[C:12]([S:26][C:27]2[CH:32]=[CH:31][CH:30]=[CH:29][C:28]=2[N+:33]([O-:35])=[O:34])=[CH:13]1.